This data is from Reaction yield outcomes from USPTO patents with 853,638 reactions. The task is: Predict the reaction yield, written as a fraction of the theoretical maximum amount of product (1.0 means a 100% yield; for example, 0.34 means a 34% yield). (1) The reactants are [F:1][C:2]([F:7])([F:6])[C:3]([OH:5])=[O:4].C(OC([N:15]1[CH2:18][CH:17]([C:19]2[CH:24]=[CH:23][C:22]([O:25][CH2:26][C:27]3[CH:32]=[CH:31][CH:30]=[CH:29][CH:28]=3)=[CH:21][C:20]=2[O:33][CH2:34][C:35]2[CH:40]=[CH:39][CH:38]=[CH:37][CH:36]=2)[CH2:16]1)=O)(C)(C)C. The catalyst is ClCCl. The product is [F:1][C:2]([F:7])([F:6])[C:3]([OH:5])=[O:4].[CH2:34]([O:33][C:20]1[CH:21]=[C:22]([O:25][CH2:26][C:27]2[CH:32]=[CH:31][CH:30]=[CH:29][CH:28]=2)[CH:23]=[CH:24][C:19]=1[CH:17]1[CH2:18][NH:15][CH2:16]1)[C:35]1[CH:40]=[CH:39][CH:38]=[CH:37][CH:36]=1. The yield is 0.900. (2) The product is [CH3:1][O:2][C:3]1[CH:8]=[CH:7][C:6]([N+:9]([O-:11])=[O:10])=[CH:5][C:4]=1[O:12][CH2:15][CH2:16][N:17]1[CH2:22][CH2:21][O:20][CH2:19][CH2:18]1. The yield is 0.910. The catalyst is CN(C)C=O. The reactants are [CH3:1][O:2][C:3]1[CH:8]=[CH:7][C:6]([N+:9]([O-:11])=[O:10])=[CH:5][C:4]=1[OH:12].Cl.Cl[CH2:15][CH2:16][N:17]1[CH2:22][CH2:21][O:20][CH2:19][CH2:18]1.C([O-])([O-])=O.[Cs+].[Cs+]. (3) The reactants are [C:1]1([N:7]2[CH:11]=[C:10]([C:12]([NH:14][CH2:15][CH2:16][NH:17][C:18]([C@H:20]3[CH2:25][CH2:24][C@H:23]([C:26]([O:28]C)=[O:27])[CH2:22][CH2:21]3)=[O:19])=[O:13])[C:9]([C:30]([F:33])([F:32])[F:31])=[N:8]2)[CH:6]=[CH:5][CH:4]=[CH:3][CH:2]=1.O.[OH-].[Li+]. The catalyst is C1COCC1.O. The product is [C:1]1([N:7]2[CH:11]=[C:10]([C:12]([NH:14][CH2:15][CH2:16][NH:17][C:18]([C@H:20]3[CH2:21][CH2:22][C@H:23]([C:26]([OH:28])=[O:27])[CH2:24][CH2:25]3)=[O:19])=[O:13])[C:9]([C:30]([F:33])([F:32])[F:31])=[N:8]2)[CH:2]=[CH:3][CH:4]=[CH:5][CH:6]=1. The yield is 0.990. (4) The reactants are Cl[C:2]1[C:11]([C:12]([OH:14])=[O:13])=[CH:10][C:9]2[C:4](=[CH:5][CH:6]=[C:7]([Cl:15])[CH:8]=2)[N:3]=1.[NH2:16][C@H:17]([CH2:28][OH:29])[CH2:18][C:19]1[C:27]2[C:22](=[CH:23][CH:24]=[CH:25][CH:26]=2)[NH:21][CH:20]=1. No catalyst specified. The product is [Cl:15][C:7]1[CH:8]=[C:9]2[C:4](=[CH:5][CH:6]=1)[N:3]=[C:2]([NH:16][C@H:17]([CH2:28][OH:29])[CH2:18][C:19]1[C:27]3[C:22](=[CH:23][CH:24]=[CH:25][CH:26]=3)[NH:21][CH:20]=1)[C:11]([C:12]([OH:14])=[O:13])=[CH:10]2. The yield is 0.730. (5) The reactants are Br[C:2]1[CH:7]=[C:6]([O:8][CH3:9])[C:5]([O:10][CH3:11])=[CH:4][C:3]=1[N+:12]([O-:14])=[O:13].C(=O)([O-])[O-].[K+].[K+].[C:21](B1OC(C)(C)C(C)(C)O1)([CH3:23])=[CH2:22]. The catalyst is O1CCOCC1.C1C=CC([P]([Pd]([P](C2C=CC=CC=2)(C2C=CC=CC=2)C2C=CC=CC=2)([P](C2C=CC=CC=2)(C2C=CC=CC=2)C2C=CC=CC=2)[P](C2C=CC=CC=2)(C2C=CC=CC=2)C2C=CC=CC=2)(C2C=CC=CC=2)C2C=CC=CC=2)=CC=1. The product is [C:21]([C:2]1[CH:7]=[C:6]([O:8][CH3:9])[C:5]([O:10][CH3:11])=[CH:4][C:3]=1[N+:12]([O-:14])=[O:13])([CH3:23])=[CH2:22]. The yield is 0.285. (6) The reactants are [Br:1][C:2]1[N:7]=[C:6]2[C:8]([C:11]([NH:13][C:14]([CH3:25])([CH3:24])[CH2:15][O:16][Si:17]([C:20]([CH3:23])([CH3:22])[CH3:21])([CH3:19])[CH3:18])=[O:12])=[CH:9][NH:10][C:5]2=[N:4][CH:3]=1.[C:26]([O:32][CH2:33]Cl)(=[O:31])[C:27]([CH3:30])([CH3:29])[CH3:28].C([O-])([O-])=O.[K+].[K+].O. The catalyst is CN(C=O)C. The product is [C:26]([O:32][CH2:33][N:10]1[C:5]2[C:6](=[N:7][C:2]([Br:1])=[CH:3][N:4]=2)[C:8]([C:11](=[O:12])[NH:13][C:14]([CH3:25])([CH3:24])[CH2:15][O:16][Si:17]([C:20]([CH3:23])([CH3:22])[CH3:21])([CH3:18])[CH3:19])=[CH:9]1)(=[O:31])[C:27]([CH3:30])([CH3:29])[CH3:28]. The yield is 0.440. (7) The reactants are [Br:1][C:2]1[CH:3]=[CH:4][C:5](O)=[C:6]([C:8]2([CH2:23][OH:24])[C:16]3[C:11](=[CH:12][CH:13]=[CH:14][CH:15]=3)[N:10]([CH2:17][CH2:18][CH2:19][CH2:20][CH3:21])[C:9]2=[O:22])[CH:7]=1.C1(CCN2C3C(=CC=CC=3)C(C3C(O)=CC4OCOC=4C=3)(CO)C2=O)CC1. The product is [Br:1][C:2]1[CH:3]=[CH:4][C:5]2[O:24][CH2:23][C:8]3([C:16]4[C:11](=[CH:12][CH:13]=[CH:14][CH:15]=4)[N:10]([CH2:17][CH2:18][CH2:19][CH2:20][CH3:21])[C:9]3=[O:22])[C:6]=2[CH:7]=1. The yield is 0.0400. No catalyst specified. (8) The product is [Br:1][C:2]1[C:3]([N:18]2[CH2:23][CH2:22][C:21]([CH2:25][CH3:26])([CH3:24])[CH2:20][CH2:19]2)=[C:4]([C@H:10]([O:17][C:4]([CH3:10])([CH3:5])[CH3:3])[C:11]([O:13][CH:14]([CH3:16])[CH3:15])=[O:12])[C:5]([CH3:9])=[N:6][C:7]=1[CH3:8]. The yield is 0.640. The reactants are [Br:1][C:2]1[C:3]([N:18]2[CH2:23][CH2:22][C:21]([CH2:25][CH3:26])([CH3:24])[CH2:20][CH2:19]2)=[C:4]([C@H:10]([OH:17])[C:11]([O:13][CH:14]([CH3:16])[CH3:15])=[O:12])[C:5]([CH3:9])=[N:6][C:7]=1[CH3:8]. The catalyst is C(Cl)Cl. (9) The reactants are [NH2:1][C:2]1[C:10]2[C:5](=[N:6][CH:7]=[C:8]([Cl:25])[C:9]=2[N:11]2[CH2:16][CH2:15][CH2:14][C@@H:13]([NH:17][C:18](=[O:24])[O:19][C:20]([CH3:23])([CH3:22])[CH3:21])[CH2:12]2)[NH:4][CH:3]=1.[CH3:26][O:27][CH2:28][C:29](Cl)=[O:30].C(N(CC)CC)C.[Li+].[OH-]. The catalyst is CC#N.O.O.CN1C(=O)CCC1. The product is [Cl:25][C:8]1[C:9]([N:11]2[CH2:16][CH2:15][CH2:14][C@@H:13]([NH:17][C:18](=[O:24])[O:19][C:20]([CH3:21])([CH3:22])[CH3:23])[CH2:12]2)=[C:10]2[C:2]([NH:1][C:29](=[O:30])[CH2:28][O:27][CH3:26])=[CH:3][NH:4][C:5]2=[N:6][CH:7]=1. The yield is 0.770.